From a dataset of Reaction yield outcomes from USPTO patents with 853,638 reactions. Predict the reaction yield, written as a fraction of the theoretical maximum amount of product (1.0 means a 100% yield; for example, 0.34 means a 34% yield). (1) The reactants are [F:1][C:2]1[CH:3]=[CH:4][C:5]([CH3:32])=[C:6]([CH:31]=1)[O:7][CH2:8][C:9]1[C:18]([C:19]2[CH:24]=[CH:23][C:22]([OH:25])=[CH:21][C:20]=2[O:26][CH3:27])=[CH:17][CH:16]=[C:15]2[C:10]=1[C:11]([CH3:30])=[CH:12][C:13]([CH3:29])([CH3:28])[NH:14]2.C(N(CC)CC)C.[C:40](Cl)(=[O:47])[C:41]1[CH:46]=[CH:45][CH:44]=[CH:43][CH:42]=1. The catalyst is O1CCCC1.C(OCC)(=O)C. The product is [C:40]([O:25][C:22]1[CH:23]=[CH:24][C:19]([C:18]2[C:9]([CH2:8][O:7][C:6]3[CH:31]=[C:2]([F:1])[CH:3]=[CH:4][C:5]=3[CH3:32])=[C:10]3[C:15](=[CH:16][CH:17]=2)[NH:14][C:13]([CH3:28])([CH3:29])[CH:12]=[C:11]3[CH3:30])=[C:20]([O:26][CH3:27])[CH:21]=1)(=[O:47])[C:41]1[CH:46]=[CH:45][CH:44]=[CH:43][CH:42]=1. The yield is 0.630. (2) The reactants are [CH:1]1([CH:4]=O)[CH2:3][CH2:2]1.[CH3:6][C:7]([S@@:10]([NH2:12])=[O:11])([CH3:9])[CH3:8]. The catalyst is C(Cl)Cl.[O-]S([O-])(=O)=O.[Cu+2]. The product is [CH:1]1([CH:4]=[N:12][S@:10]([C:7]([CH3:9])([CH3:8])[CH3:6])=[O:11])[CH2:3][CH2:2]1. The yield is 0.950. (3) The reactants are Cl[C:2]1[CH:3]=[CH:4][C:5]2[N:6]([C:8]([CH2:11][O:12][C:13]3[C:22]4[C:17](=[CH:18][C:19]([O:23][CH3:24])=[CH:20][CH:21]=4)[N:16]=[CH:15][CH:14]=3)=[N:9][N:10]=2)[N:7]=1.[CH3:25][C:26]([OH:30])([C:28]#[CH:29])[CH3:27].C(N(CC)CC)C.C(#N)C. The catalyst is [Cu]I. The product is [CH3:24][O:23][C:19]1[CH:18]=[C:17]2[C:22]([C:13]([O:12][CH2:11][C:8]3[N:6]4[N:7]=[C:2]([C:29]#[C:28][C:26]([CH3:27])([OH:30])[CH3:25])[CH:3]=[CH:4][C:5]4=[N:10][N:9]=3)=[CH:14][CH:15]=[N:16]2)=[CH:21][CH:20]=1. The yield is 0.513. (4) The reactants are BrC1C=CC([NH:8][C:9]2[N:14]=[C:13](Cl)[N:12]=[C:11]([C:16]3[CH:21]=[C:20]([Cl:22])[CH:19]=[CH:18][C:17]=3[CH3:23])[N:10]=2)=CC=1.[CH3:24][O-:25].[Na+]. The product is [Cl:22][C:20]1[CH:19]=[CH:18][C:17]([CH3:23])=[C:16]([C:11]2[N:12]=[C:13]([O:25][CH3:24])[N:14]=[C:9]([NH2:8])[N:10]=2)[CH:21]=1. The yield is 0.590. The catalyst is CO. (5) The reactants are [F:1][C:2]1[CH:3]=[CH:4][C:5]2[N:9]=[C:8]([C@@H:10]([NH:13]C(=O)OC(C)(C)C)[CH2:11][CH3:12])[N:7]([C:21]3[CH:26]=[CH:25][CH:24]=[CH:23][CH:22]=3)[C:6]=2[CH:27]=1.C(O)(C(F)(F)F)=O. The catalyst is C(Cl)Cl. The product is [F:1][C:2]1[CH:3]=[CH:4][C:5]2[N:9]=[C:8]([C@@H:10]([NH2:13])[CH2:11][CH3:12])[N:7]([C:21]3[CH:22]=[CH:23][CH:24]=[CH:25][CH:26]=3)[C:6]=2[CH:27]=1. The yield is 0.250. (6) The reactants are N1C=CC=CC=1.C([O:10][C@@H:11]([C@@H:15]([NH:23][C:24](=[O:36])[C:25]1[CH:30]=[CH:29][CH:28]=[C:27]([O:31]C(=O)C)[C:26]=1[CH3:35])[CH2:16][C:17]1[CH:22]=[CH:21][CH:20]=[CH:19][CH:18]=1)[C:12](O)=[O:13])(=O)C.O=S(Cl)Cl.[F:41][C:42]([F:57])([F:56])[CH2:43][NH:44][C:45]([C@@H:47]1[C:51]([CH3:53])([CH3:52])[C:50]([F:55])([F:54])[CH2:49][NH:48]1)=[O:46].Cl.[OH-].[K+].C([O-])([O-])=O.[K+].[K+]. The catalyst is CO.C(#N)C. The product is [F:55][C:50]1([F:54])[CH2:49][N:48]([C:12](=[O:13])[C@@H:11]([OH:10])[C@@H:15]([NH:23][C:24](=[O:36])[C:25]2[CH:30]=[CH:29][CH:28]=[C:27]([OH:31])[C:26]=2[CH3:35])[CH2:16][C:17]2[CH:18]=[CH:19][CH:20]=[CH:21][CH:22]=2)[C@H:47]([C:45]([NH:44][CH2:43][C:42]([F:41])([F:56])[F:57])=[O:46])[C:51]1([CH3:52])[CH3:53]. The yield is 0.969. (7) The reactants are CC1(C)C2C(=C(P(C3C=CC=CC=3)C3C=CC=CC=3)C=CC=2)OC2C(P(C3C=CC=CC=3)C3C=CC=CC=3)=CC=CC1=2.FC(F)(F)S(O[C:49]1[N:54]=[C:53]2[C:55]3[N:62]([CH3:63])[N:61]=[C:60]([C:64](=[O:69])[N:65]([O:67][CH3:68])[CH3:66])[C:56]=3[CH2:57][CH2:58][CH2:59][C:52]2=[CH:51][N:50]=1)(=O)=O.C([O-])([O-])=O.[K+].[K+].[N:78]1([C:84]2[CH:89]=[CH:88][C:87]([NH2:90])=[CH:86][CH:85]=2)[CH2:83][CH2:82][O:81][CH2:80][CH2:79]1. The catalyst is O1CCOCC1.CC([O-])=O.CC([O-])=O.[Pd+2]. The product is [CH3:68][O:67][N:65]([CH3:66])[C:64]([C:60]1[C:56]2[CH2:57][CH2:58][CH2:59][C:52]3[C:53](=[N:54][C:49]([NH:90][C:87]4[CH:86]=[CH:85][C:84]([N:78]5[CH2:83][CH2:82][O:81][CH2:80][CH2:79]5)=[CH:89][CH:88]=4)=[N:50][CH:51]=3)[C:55]=2[N:62]([CH3:63])[N:61]=1)=[O:69]. The yield is 0.300. (8) The reactants are Br[C:2]1[C:10]2[O:9][CH2:8][C:7]([CH3:12])([CH3:11])[C:6]=2[CH:5]=[C:4]([CH2:13][CH:14]([CH3:16])[CH3:15])[CH:3]=1.[Li]CCCC.C([O:25][B:26](OC(C)C)[O:27]C(C)C)(C)C.Cl. The catalyst is C1COCC1.C(OCC)(=O)C. The product is [CH2:13]([C:4]1[CH:3]=[C:2]([B:26]([OH:27])[OH:25])[C:10]2[O:9][CH2:8][C:7]([CH3:12])([CH3:11])[C:6]=2[CH:5]=1)[CH:14]([CH3:16])[CH3:15]. The yield is 0.460. (9) The reactants are [NH2:1][C:2]1[N:7]=[CH:6][N:5]=[C:4]2[N:8]([CH2:24][CH2:25][NH:26][C:27](=[O:31])[CH2:28][C:29]#[N:30])[N:9]=[C:10]([C:11]3[CH:16]=[CH:15][C:14]([O:17][C:18]4[CH:23]=[CH:22][CH:21]=[CH:20][CH:19]=4)=[CH:13][CH:12]=3)[C:3]=12.[CH2:32]1[CH:34]([CH:35](O)C#N)[CH2:33]1.N1CCCCC1.O. The catalyst is CO. The product is [NH2:1][C:2]1[N:7]=[CH:6][N:5]=[C:4]2[N:8]([CH2:24][CH2:25][NH:26][C:27](=[O:31])[C:28]([C:29]#[N:30])=[CH:35][CH:34]3[CH2:32][CH2:33]3)[N:9]=[C:10]([C:11]3[CH:16]=[CH:15][C:14]([O:17][C:18]4[CH:23]=[CH:22][CH:21]=[CH:20][CH:19]=4)=[CH:13][CH:12]=3)[C:3]=12. The yield is 0.380. (10) The reactants are [CH2:1]([O:8][C:9]1[C:18](=[O:19])[N:17]2[C:12]([C:13]([CH3:21])([CH3:20])[O:14][CH2:15][CH2:16]2)=[N:11][C:10]=1[C:22](O)=[O:23])[C:2]1[CH:7]=[CH:6][CH:5]=[CH:4][CH:3]=1.FC(F)(F)C(O)=O.[NH2:32][CH2:33][C:34]1[CH:43]=[CH:42][C:41]([F:44])=[CH:40][C:35]=1[C:36]([NH:38][CH3:39])=[O:37].F[P-](F)(F)(F)(F)F.N1(OC(N(C)C)=[N+](C)C)C2N=CC=CC=2N=N1.CN(C)C=O. The catalyst is CN(C)C1C=CN=CC=1.C(OCC)(=O)C. The product is [F:44][C:41]1[CH:42]=[CH:43][C:34]([CH2:33][NH:32][C:22]([C:10]2[N:11]=[C:12]3[N:17]([C:18](=[O:19])[C:9]=2[O:8][CH2:1][C:2]2[CH:7]=[CH:6][CH:5]=[CH:4][CH:3]=2)[CH2:16][CH2:15][O:14][C:13]3([CH3:21])[CH3:20])=[O:23])=[C:35]([C:36](=[O:37])[NH:38][CH3:39])[CH:40]=1. The yield is 1.00.